This data is from Forward reaction prediction with 1.9M reactions from USPTO patents (1976-2016). The task is: Predict the product of the given reaction. (1) Given the reactants [NH:1]1[CH:5]=[C:4]([C:6]([O:8][CH2:9][CH3:10])=[O:7])[CH:3]=[N:2]1.[H-].[Na+].Br[CH2:14][C:15]#[C:16][Si:17]([CH3:20])([CH3:19])[CH3:18], predict the reaction product. The product is: [CH3:18][Si:17]([CH3:20])([CH3:19])[C:16]#[C:15][CH2:14][N:1]1[CH:5]=[C:4]([C:6]([O:8][CH2:9][CH3:10])=[O:7])[CH:3]=[N:2]1. (2) Given the reactants [CH2:1]([NH:3][C:4](=[O:43])[NH:5][C:6]1[N:11]=[CH:10][C:9]([C:12]2[CH:13]=[C:14]3[C:19](=[CH:20][CH:21]=2)[N:18]([C@@H:22]2[CH2:27][CH2:26][CH2:25][NH:24][CH2:23]2)[CH:17]=[C:16]([C:28]([O:30][CH2:31][CH3:32])=[O:29])[C:15]3=[O:33])=[C:8]([C:34]2[S:35][CH:36]=[C:37]([C:39]([F:42])([F:41])[F:40])[N:38]=2)[CH:7]=1)[CH3:2].[CH:44]([S:46]([CH3:49])(=[O:48])=[O:47])=[CH2:45], predict the reaction product. The product is: [CH2:1]([NH:3][C:4](=[O:43])[NH:5][C:6]1[N:11]=[CH:10][C:9]([C:12]2[CH:13]=[C:14]3[C:19](=[CH:20][CH:21]=2)[N:18]([C@@H:22]2[CH2:27][CH2:26][CH2:25][N:24]([CH2:45][CH2:44][S:46]([CH3:49])(=[O:48])=[O:47])[CH2:23]2)[CH:17]=[C:16]([C:28]([O:30][CH2:31][CH3:32])=[O:29])[C:15]3=[O:33])=[C:8]([C:34]2[S:35][CH:36]=[C:37]([C:39]([F:42])([F:41])[F:40])[N:38]=2)[CH:7]=1)[CH3:2]. (3) Given the reactants [C:1]([O:4]C(=O)C)(=O)[CH3:2].[C:8]([C:10]1[CH:38]=[CH:37][CH:36]=[CH:35][C:11]=1[O:12][C:13]1[C:27]([O:28][C:29]2[CH:30]=[N:31][CH:32]=[CH:33][CH:34]=2)=[CH:26][C:16]2[NH:17][C:18]([C:20]3[CH:25]=[CH:24][CH:23]=[CH:22][N:21]=3)=[N:19][C:15]=2[CH:14]=1)#[N:9].[N:39]1C=CC=CC=1, predict the reaction product. The product is: [N:31]1[CH:32]=[CH:33][CH:34]=[C:29]([O:28][C:27]2[C:13]([O:12][C:11]3[CH:35]=[CH:36][CH:37]=[CH:38][C:10]=3[C:8]3[N:39]=[C:1]([CH3:2])[O:4][N:9]=3)=[CH:14][C:15]3[NH:19][C:18]([C:20]4[CH:25]=[CH:24][CH:23]=[CH:22][N:21]=4)=[N:17][C:16]=3[CH:26]=2)[CH:30]=1. (4) Given the reactants [Br:1][C:2]1[CH:7]=[C:6]([CH3:8])[C:5]([N:9]2[C:13]3=[N:14][C:15]([CH3:19])=[CH:16][C:17]([NH2:18])=[C:12]3[C:11]([CH3:20])=[CH:10]2)=[C:4]([CH3:21])[CH:3]=1.[C:22]([CH2:24][CH:25]([CH2:33][CH2:34]OS(C)(=O)=O)[CH2:26][CH2:27]OS(C)(=O)=O)#[N:23].C(N(CC)C(C)C)(C)C.C(OCC)(=O)C, predict the reaction product. The product is: [Br:1][C:2]1[CH:3]=[C:4]([CH3:21])[C:5]([N:9]2[C:13]3=[N:14][C:15]([CH3:19])=[CH:16][C:17]([N:18]4[CH2:34][CH2:33][CH:25]([CH2:24][C:22]#[N:23])[CH2:26][CH2:27]4)=[C:12]3[C:11]([CH3:20])=[CH:10]2)=[C:6]([CH3:8])[CH:7]=1. (5) Given the reactants [CH3:1][O:2][C:3]1[C:12]([O:13][CH3:14])=[C:11]2[C:6]([C:7]([NH:15][C@H:16]3[CH2:20][CH2:19][O:18][CH2:17]3)=[N:8][CH:9]=[N:10]2)=[CH:5][CH:4]=1.[H-].[Na+].[CH2:23](Br)[C:24]1[CH:29]=[CH:28][CH:27]=[CH:26][CH:25]=1, predict the reaction product. The product is: [CH2:23]([N:15]([C@H:16]1[CH2:20][CH2:19][O:18][CH2:17]1)[C:7]1[C:6]2[C:11](=[C:12]([O:13][CH3:14])[C:3]([O:2][CH3:1])=[CH:4][CH:5]=2)[N:10]=[CH:9][N:8]=1)[C:24]1[CH:29]=[CH:28][CH:27]=[CH:26][CH:25]=1. (6) Given the reactants Br[C:2]1[CH:3]=[C:4]([CH:9]2[C:20]3=[C:21]4[C:26](=[CH:27][CH:28]=[C:19]3[C:12]3[C:13]([O:17][CH3:18])=[CH:14][CH:15]=[CH:16][C:11]=3[O:10]2)[NH:25][C:24]([CH3:30])([CH3:29])[CH:23]=[C:22]4[CH3:31])[CH:5]=[C:6]([CH3:8])[CH:7]=1.C([Sn](CCCC)(CCCC)[C:37]1[O:38][CH:39]=[CH:40][CH:41]=1)CCC, predict the reaction product. The product is: [O:38]1[CH:39]=[CH:40][CH:41]=[C:37]1[C:2]1[CH:3]=[C:4]([CH:9]2[C:20]3=[C:21]4[C:26](=[CH:27][CH:28]=[C:19]3[C:12]3[C:13]([O:17][CH3:18])=[CH:14][CH:15]=[CH:16][C:11]=3[O:10]2)[NH:25][C:24]([CH3:30])([CH3:29])[CH:23]=[C:22]4[CH3:31])[CH:5]=[C:6]([CH3:8])[CH:7]=1.